Task: Predict the reaction yield, written as a fraction of the theoretical maximum amount of product (1.0 means a 100% yield; for example, 0.34 means a 34% yield).. Dataset: Reaction yield outcomes from USPTO patents with 853,638 reactions (1) The reactants are [CH2:1]([C@H:3]([CH2:7][CH2:8][N+:9]([O-:11])=[O:10])[C:4]([OH:6])=O)[CH3:2].CCN=C=N[CH2:17][CH2:18][CH2:19][N:20](C)C.CCN(C(C)C)C(C)C.[C:32](O)(=O)[CH2:33][C:34]([CH2:39][C:40](O)=O)(C(O)=O)O.C[CH2:46][O:47][C:48](C)=[O:49]. The catalyst is C(Cl)Cl.CN(C1C=CN=CC=1)C. The product is [CH2:1]([C@H:3]([CH2:7][CH2:8][N+:9]([O-:11])=[O:10])[C:4]([NH:20][C@@H:19]([CH2:18][C:17]1[CH:32]=[CH:33][CH:34]=[CH:39][CH:40]=1)[C:48]([O:47][CH3:46])=[O:49])=[O:6])[CH3:2]. The yield is 0.900. (2) The reactants are [CH3:1][N:2]1[CH2:7][CH2:6][N:5]([C:8]2[CH:9]=[C:10]3[C:14](=[CH:15][CH:16]=2)[NH:13][N:12]=[C:11]3[S:17]([C:20]2[C:29]3[C:24](=[CH:25][CH:26]=[CH:27][CH:28]=3)[CH:23]=[CH:22][CH:21]=2)(=[O:19])=[O:18])[CH2:4][CH2:3]1.[H-].[Na+].[Cl:32][C:33]1[CH:34]=[C:35]([CH:38]=[CH:39][CH:40]=1)[CH2:36]Cl. The catalyst is CN(C=O)C.O. The product is [Cl:32][C:33]1[CH:34]=[C:35]([CH:38]=[CH:39][CH:40]=1)[CH2:36][N:13]1[C:14]2[C:10](=[CH:9][C:8]([N:5]3[CH2:4][CH2:3][N:2]([CH3:1])[CH2:7][CH2:6]3)=[CH:16][CH:15]=2)[C:11]([S:17]([C:20]2[C:29]3[C:24](=[CH:25][CH:26]=[CH:27][CH:28]=3)[CH:23]=[CH:22][CH:21]=2)(=[O:18])=[O:19])=[N:12]1. The yield is 0.320. (3) The reactants are [Cl:1][S:2]([OH:5])(=O)=[O:3].[CH3:6][O:7][C:8](=[O:16])[C:9]1[CH:14]=[CH:13][CH:12]=[CH:11][C:10]=1[CH3:15]. No catalyst specified. The product is [CH3:6][O:7][C:8](=[O:16])[C:9]1[CH:14]=[C:13]([S:2]([Cl:1])(=[O:5])=[O:3])[CH:12]=[CH:11][C:10]=1[CH3:15]. The yield is 0.370. (4) The catalyst is O. The reactants are O=[C:2]1[NH:6][N:5]([C:7]2[CH:8]=[N:9][CH:10]=[CH:11][CH:12]=2)[CH:4]([C:13]([O:15][CH2:16][CH3:17])=[O:14])[CH2:3]1.C(#N)C.P(Cl)(Cl)([Cl:23])=O.C(=O)([O-])[O-].[Na+].[Na+]. The yield is 0.790. The product is [Cl:23][C:2]1[CH2:3][CH:4]([C:13]([O:15][CH2:16][CH3:17])=[O:14])[N:5]([C:7]2[CH:8]=[N:9][CH:10]=[CH:11][CH:12]=2)[N:6]=1. (5) No catalyst specified. The yield is 0.860. The reactants are [NH2:1][C:2]1[C:11]2[C:6](=[C:7](Br)[CH:8]=[CH:9][CH:10]=2)[N:5]=[N:4][C:3]=1[C:13]([NH:15][CH2:16][CH2:17][CH3:18])=[O:14].[F:19][C:20]1[CH:25]=[C:24]([CH3:26])[CH:23]=[CH:22][C:21]=1B(O)O. The product is [NH2:1][C:2]1[C:11]2[C:6](=[C:7]([C:21]3[CH:22]=[CH:23][C:24]([CH3:26])=[CH:25][C:20]=3[F:19])[CH:8]=[CH:9][CH:10]=2)[N:5]=[N:4][C:3]=1[C:13]([NH:15][CH2:16][CH2:17][CH3:18])=[O:14]. (6) The reactants are [C:1]([CH2:3][N:4]1[C:9](=[O:10])[C:8]2[C:11]([C:32]3[CH:37]=[CH:36][CH:35]=[CH:34][CH:33]=3)=[C:12]([C:14]3[CH:19]=[CH:18][C:17]([C:20]4([NH:24]C(=O)OC(C)(C)C)[CH2:23][CH2:22][CH2:21]4)=[CH:16][CH:15]=3)[O:13][C:7]=2[N:6]=[C:5]1[S:38][CH3:39])#[N:2].C(O)(C(F)(F)F)=O. The catalyst is C(Cl)Cl. The product is [NH2:24][C:20]1([C:17]2[CH:18]=[CH:19][C:14]([C:12]3[O:13][C:7]4[N:6]=[C:5]([S:38][CH3:39])[N:4]([CH2:3][C:1]#[N:2])[C:9](=[O:10])[C:8]=4[C:11]=3[C:32]3[CH:33]=[CH:34][CH:35]=[CH:36][CH:37]=3)=[CH:15][CH:16]=2)[CH2:21][CH2:22][CH2:23]1. The yield is 0.330. (7) The reactants are [C:1]([C:5]1[CH:6]=[CH:7][C:8]([O:15][C:16]2[C:25]3[C:20](=[CH:21][C:22]([O:28][CH3:29])=[C:23]([O:26][CH3:27])[CH:24]=3)[N:19]=[CH:18][CH:17]=2)=[C:9]([CH:11]([OH:14])[CH2:12][CH3:13])[CH:10]=1)([CH3:4])([CH3:3])[CH3:2].O. The catalyst is CS(C)=O. The product is [C:1]([C:5]1[CH:6]=[CH:7][C:8]([O:15][C:16]2[C:25]3[C:20](=[CH:21][C:22]([O:28][CH3:29])=[C:23]([O:26][CH3:27])[CH:24]=3)[N:19]=[CH:18][CH:17]=2)=[C:9]([C:11](=[O:14])[CH2:12][CH3:13])[CH:10]=1)([CH3:2])([CH3:3])[CH3:4]. The yield is 0.190.